The task is: Predict the product of the given reaction.. This data is from Forward reaction prediction with 1.9M reactions from USPTO patents (1976-2016). The product is: [CH3:1][O:2][CH2:3][C@@H:4]([O:6][C:7]1[CH:12]=[C:11]([OH:13])[CH:10]=[C:9]([C:24]2[NH:28][C:27]([C:29]3[O:30][CH2:31][C@@H:32]([CH3:34])[N:33]=3)=[CH:26][CH:25]=2)[CH:8]=1)[CH3:5]. Given the reactants [CH3:1][O:2][CH2:3][C@@H:4]([O:6][C:7]1[CH:8]=[C:9]([C:24]2[NH:28][C:27]([C:29]3[O:30][CH2:31][C@@H:32]([CH3:34])[N:33]=3)=[CH:26][CH:25]=2)[CH:10]=[C:11]([O:13][Si](C(C)C)(C(C)C)C(C)C)[CH:12]=1)[CH3:5].[F-].C([N+](CCCC)(CCCC)CCCC)CCC.[Cl-].[NH4+], predict the reaction product.